This data is from Reaction yield outcomes from USPTO patents with 853,638 reactions. The task is: Predict the reaction yield, written as a fraction of the theoretical maximum amount of product (1.0 means a 100% yield; for example, 0.34 means a 34% yield). (1) The reactants are [N:1](OCCC(C)C)=O.[CH2:9]([O:11][C:12](=[O:34])[C@H:13]([CH2:20][C:21]1[CH:26]=[CH:25][C:24]([NH2:27])=[C:23]([CH3:28])[C:22]=1[CH2:29][O:30][C:31](=[O:33])[CH3:32])[CH2:14][C:15]([O:17][CH2:18][CH3:19])=[O:16])[CH3:10]. The catalyst is C(O)(=O)C.C(Cl)(Cl)Cl.ClCCl. The product is [CH2:9]([O:11][C:12](=[O:34])[C@H:13]([CH2:20][C:21]1[C:22]([CH2:29][O:30][C:31](=[O:33])[CH3:32])=[C:23]2[C:24](=[CH:25][CH:26]=1)[NH:27][N:1]=[CH:28]2)[CH2:14][C:15]([O:17][CH2:18][CH3:19])=[O:16])[CH3:10]. The yield is 0.990. (2) The reactants are Cl[CH2:2][C:3]1[CH:7]=[C:6]([CH3:8])[O:5][N:4]=1.[N-:9]=[N+:10]=[N-:11].[Na+]. The catalyst is CN(C=O)C.O. The product is [N:9]([CH2:2][C:3]1[CH:7]=[C:6]([CH3:8])[O:5][N:4]=1)=[N+:10]=[N-:11]. The yield is 0.730. (3) The reactants are [CH3:1][C:2]1[CH:7]=[C:6]([CH3:8])[CH:5]=[CH:4][C:3]=1[C:9]1[C:10](=[O:19])[N:11]([CH3:18])[CH:12]=[C:13]([N+:15]([O-])=O)[CH:14]=1.[H][H]. The catalyst is C(O)C.[Pd]. The product is [NH2:15][C:13]1[CH:14]=[C:9]([C:3]2[CH:4]=[CH:5][C:6]([CH3:8])=[CH:7][C:2]=2[CH3:1])[C:10](=[O:19])[N:11]([CH3:18])[CH:12]=1. The yield is 0.419. (4) The reactants are [NH2:1][C:2]1[CH:16]=[CH:15][C:5]([O:6][C:7]2[C:12]([NH2:13])=[C:11](I)[N:10]=[CH:9][N:8]=2)=[CH:4][C:3]=1[Cl:17].C(N(CC)CC)C.[CH2:25]([NH:28][C:29](=[O:35])[O:30][C:31]([CH3:34])([CH3:33])[CH3:32])[C:26]#[CH:27]. The catalyst is C(#N)C.Cl[Pd](Cl)([P](C1C=CC=CC=1)(C1C=CC=CC=1)C1C=CC=CC=1)[P](C1C=CC=CC=1)(C1C=CC=CC=1)C1C=CC=CC=1.[Cu](I)I. The product is [C:31]([O:30][C:29](=[O:35])[NH:28][CH2:25][C:26]#[C:27][C:11]1[C:12]([NH2:13])=[C:7]([O:6][C:5]2[CH:15]=[CH:16][C:2]([NH2:1])=[C:3]([Cl:17])[CH:4]=2)[N:8]=[CH:9][N:10]=1)([CH3:34])([CH3:33])[CH3:32]. The yield is 0.790. (5) The reactants are [Si:1]([O:8][C@@H:9]([CH2:20][O:21][C:22]1[CH:27]=[CH:26][CH:25]=[C:24]([C:28]2[N:33]=[C:32]([Cl:34])[C:31]([CH3:35])=[C:30]([C:36]3[C:37]([CH3:42])=[N:38][O:39][C:40]=3[CH3:41])[N:29]=2)[CH:23]=1)[CH2:10][N:11]([CH3:19])[C:12](=[O:18])[O:13][C:14]([CH3:17])([CH3:16])[CH3:15])([C:4]([CH3:7])([CH3:6])[CH3:5])([CH3:3])[CH3:2].C1C(=O)N([Cl:50])C(=O)C1. The catalyst is CN(C=O)C.CCOC(C)=O. The product is [Si:1]([O:8][C@@H:9]([CH2:20][O:21][C:22]1[CH:27]=[CH:26][C:25]([Cl:50])=[C:24]([C:28]2[N:33]=[C:32]([Cl:34])[C:31]([CH3:35])=[C:30]([C:36]3[C:37]([CH3:42])=[N:38][O:39][C:40]=3[CH3:41])[N:29]=2)[CH:23]=1)[CH2:10][N:11]([CH3:19])[C:12](=[O:18])[O:13][C:14]([CH3:15])([CH3:16])[CH3:17])([C:4]([CH3:5])([CH3:6])[CH3:7])([CH3:2])[CH3:3]. The yield is 0.830. (6) The reactants are [NH2:1][C:2]1[C:11]2[C:6](=[CH:7][CH:8]=[CH:9][C:10]=2[O:12][CH2:13][C:14]([NH:17][C:18](=[O:32])[CH2:19][CH2:20][CH2:21][CH2:22][CH2:23][NH:24]C(OC(C)(C)C)=O)([CH3:16])[CH3:15])[N:5]=[C:4]([CH3:33])[C:3]=1[C:34]([OH:36])=[O:35].[F:37][C:38]([F:43])([F:42])[C:39]([OH:41])=[O:40]. The catalyst is C(Cl)Cl. The product is [F:37][C:38]([F:43])([F:42])[C:39]([O-:41])=[O:40].[NH3+:24][CH2:23][CH2:22][CH2:21][CH2:20][CH2:19][C:18]([NH:17][C:14]([CH3:16])([CH3:15])[CH2:13][O:12][C:10]1[CH:9]=[CH:8][CH:7]=[C:6]2[C:11]=1[C:2]([NH3+:1])=[C:3]([C:34]([OH:36])=[O:35])[C:4]([CH3:33])=[N:5]2)=[O:32].[F:37][C:38]([F:43])([F:42])[C:39]([O-:41])=[O:40]. The yield is 0.580. (7) The product is [C:14]([N:12]1[CH:13]=[C:9]([C:35]2[C:36]([NH2:41])=[N:37][CH:38]=[CH:39][CH:40]=2)[CH:10]=[N:11]1)([C:21]1[CH:22]=[CH:23][CH:24]=[CH:25][CH:26]=1)([C:27]1[CH:32]=[CH:31][CH:30]=[CH:29][CH:28]=1)[C:15]1[CH:16]=[CH:17][CH:18]=[CH:19][CH:20]=1. The catalyst is C1C=CC([P]([Pd]([P](C2C=CC=CC=2)(C2C=CC=CC=2)C2C=CC=CC=2)([P](C2C=CC=CC=2)(C2C=CC=CC=2)C2C=CC=CC=2)[P](C2C=CC=CC=2)(C2C=CC=CC=2)C2C=CC=CC=2)(C2C=CC=CC=2)C2C=CC=CC=2)=CC=1.C(O)C. The reactants are CC1(C)C(C)(C)OB([C:9]2[CH:10]=[N:11][N:12]([C:14]([C:27]3[CH:32]=[CH:31][CH:30]=[CH:29][CH:28]=3)([C:21]3[CH:26]=[CH:25][CH:24]=[CH:23][CH:22]=3)[C:15]3[CH:20]=[CH:19][CH:18]=[CH:17][CH:16]=3)[CH:13]=2)O1.Br[C:35]1[C:36]([NH2:41])=[N:37][CH:38]=[CH:39][CH:40]=1.C1(C)C=CC=CC=1.C(=O)([O-])[O-].[Na+].[Na+]. The yield is 0.780. (8) The reactants are Cl.[NH2:2][OH:3].[OH-].[Na+].[CH3:6][C:7]1[C:12]([CH:13]=O)=[C:11]([CH3:15])[CH:10]=[CH:9][N:8]=1. The catalyst is O.C(O)C. The product is [CH3:6][C:7]1[C:12]([CH:13]=[N:2][OH:3])=[C:11]([CH3:15])[CH:10]=[CH:9][N:8]=1. The yield is 0.880. (9) The reactants are Cl[C:2]1[N:3]=[C:4]2[CH:12]=[CH:11][N:10]=[CH:9][C:5]2=[N:6][C:7]=1[Cl:8].Cl.[F:14][C:15]1[CH:27]=[C:26]([F:28])[CH:25]=[CH:24][C:16]=1[O:17][CH:18]1[CH2:23][CH2:22][NH:21][CH2:20][CH2:19]1.CCN(C(C)C)C(C)C. The catalyst is C(Cl)Cl. The product is [Cl:8][C:7]1[N:6]=[C:5]2[CH:9]=[N:10][CH:11]=[CH:12][C:4]2=[N:3][C:2]=1[N:21]1[CH2:20][CH2:19][CH:18]([O:17][C:16]2[CH:24]=[CH:25][C:26]([F:28])=[CH:27][C:15]=2[F:14])[CH2:23][CH2:22]1. The yield is 0.790.